Regression. Given two drug SMILES strings and cell line genomic features, predict the synergy score measuring deviation from expected non-interaction effect. From a dataset of NCI-60 drug combinations with 297,098 pairs across 59 cell lines. (1) Drug 1: CCC1(CC2CC(C3=C(CCN(C2)C1)C4=CC=CC=C4N3)(C5=C(C=C6C(=C5)C78CCN9C7C(C=CC9)(C(C(C8N6C)(C(=O)OC)O)OC(=O)C)CC)OC)C(=O)OC)O.OS(=O)(=O)O. Drug 2: C1=NC2=C(N=C(N=C2N1C3C(C(C(O3)CO)O)F)Cl)N. Cell line: NCI-H322M. Synergy scores: CSS=2.50, Synergy_ZIP=-1.95, Synergy_Bliss=-3.89, Synergy_Loewe=-4.37, Synergy_HSA=-4.78. (2) Drug 2: COCCOC1=C(C=C2C(=C1)C(=NC=N2)NC3=CC=CC(=C3)C#C)OCCOC.Cl. Drug 1: C(CCl)NC(=O)N(CCCl)N=O. Cell line: SN12C. Synergy scores: CSS=-3.35, Synergy_ZIP=4.07, Synergy_Bliss=3.55, Synergy_Loewe=-12.3, Synergy_HSA=-7.62. (3) Drug 1: C1=CC(=CC=C1C#N)C(C2=CC=C(C=C2)C#N)N3C=NC=N3. Drug 2: CN(CCCl)CCCl.Cl. Cell line: UO-31. Synergy scores: CSS=16.6, Synergy_ZIP=3.37, Synergy_Bliss=4.51, Synergy_Loewe=-1.60, Synergy_HSA=0.228. (4) Drug 1: C1C(C(OC1N2C=NC3=C(N=C(N=C32)Cl)N)CO)O. Drug 2: CS(=O)(=O)OCCCCOS(=O)(=O)C. Cell line: NCIH23. Synergy scores: CSS=47.3, Synergy_ZIP=-0.577, Synergy_Bliss=-1.48, Synergy_Loewe=2.15, Synergy_HSA=2.02. (5) Drug 1: CCCCCOC(=O)NC1=NC(=O)N(C=C1F)C2C(C(C(O2)C)O)O. Drug 2: CN(CCCl)CCCl.Cl. Cell line: NCI-H322M. Synergy scores: CSS=-2.08, Synergy_ZIP=1.50, Synergy_Bliss=2.38, Synergy_Loewe=-0.393, Synergy_HSA=-0.245.